This data is from Reaction yield outcomes from USPTO patents with 853,638 reactions. The task is: Predict the reaction yield, written as a fraction of the theoretical maximum amount of product (1.0 means a 100% yield; for example, 0.34 means a 34% yield). (1) The reactants are [Cl:1][C:2]1[CH:3]=[CH:4][C:5]([C:11]2[C:12]3[N:21]=[C:20]([N:22]4[CH2:27][CH2:26][O:25][CH2:24][CH2:23]4)[S:19][C:13]=3[C:14](=[O:18])[NH:15][CH2:16][CH:17]=2)=[C:6]([CH:10]=1)[C:7]([OH:9])=[O:8].C(=O)(O)[O-].[Na+].[I-:33].[K+].II. The catalyst is C(#N)C.O.CC(=O)OCC.S([O-])([O-])(=O)=S.[Na+].[Na+]. The product is [Cl:1][C:2]1[CH:3]=[CH:4][C:5]2[C:11]3([O:8][C:7](=[O:9])[C:6]=2[CH:10]=1)[CH:17]([I:33])[CH2:16][NH:15][C:14](=[O:18])[C:13]1[S:19][C:20]([N:22]2[CH2:27][CH2:26][O:25][CH2:24][CH2:23]2)=[N:21][C:12]3=1. The yield is 0.820. (2) The reactants are [Cl:1][C:2]1[N:3]=[C:4]([O:8][C:9]2[C:15]([CH3:16])=[CH:14][C:12]([NH2:13])=[C:11]([CH3:17])[CH:10]=2)[S:5][C:6]=1[Cl:7].CO[CH:20](OC)[N:21]([CH3:24])[CH2:22][CH3:23].C1CCCCC1.C(OCC)(=O)C. The catalyst is C1(C)C=CC=CC=1. The product is [Cl:1][C:2]1[N:3]=[C:4]([O:8][C:9]2[C:15]([CH3:16])=[CH:14][C:12]([N:13]=[CH:20][N:21]([CH2:22][CH3:23])[CH3:24])=[C:11]([CH3:17])[CH:10]=2)[S:5][C:6]=1[Cl:7]. The yield is 0.970. (3) The reactants are Cl.[N:2]1[CH:3]=[CH:4][N:5]2[CH:10]=[C:9]([C:11]([OH:13])=[O:12])[CH:8]=[CH:7][C:6]=12.[OH-].[Na+]. The catalyst is O. The product is [N:2]1[CH:3]=[CH:4][N:5]2[CH:10]=[C:9]([C:11]([OH:13])=[O:12])[CH:8]=[CH:7][C:6]=12. The yield is 0.770. (4) The reactants are [Cl:1][C:2]1[NH:3][C:4]([C:12]2[CH:17]=[CH:16][CH:15]=[CH:14][CH:13]=2)=[CH:5][C:6]=1[C:7]([O:9][CH2:10][CH3:11])=[O:8].[H-].[Na+].C1OCCOCCOCCOCCOC1.[C:35]1([S:41](Cl)(=[O:43])=[O:42])[CH:40]=[CH:39][CH:38]=[CH:37][CH:36]=1. The catalyst is O1CCCC1.[Cl-].[Na+].O. The product is [Cl:1][C:2]1[N:3]([S:41]([C:35]2[CH:40]=[CH:39][CH:38]=[CH:37][CH:36]=2)(=[O:43])=[O:42])[C:4]([C:12]2[CH:17]=[CH:16][CH:15]=[CH:14][CH:13]=2)=[CH:5][C:6]=1[C:7]([O:9][CH2:10][CH3:11])=[O:8]. The yield is 0.810.